This data is from Full USPTO retrosynthesis dataset with 1.9M reactions from patents (1976-2016). The task is: Predict the reactants needed to synthesize the given product. The reactants are: Cl[C:2]1[CH:7]=[C:6]([C:8]2[N:12]3[CH:13]=[C:14]([NH:17][CH:18]4[CH2:23][CH2:22][CH2:21][CH:20]([OH:24])[CH2:19]4)[CH:15]=[CH:16][C:11]3=[N:10][CH:9]=2)[CH:5]=[C:4]([O:25][CH3:26])[N:3]=1.[O:27]1[CH:31]=[CH:30][C:29](B(O)O)=[CH:28]1. Given the product [O:27]1[CH:31]=[CH:30][C:29]([C:2]2[CH:7]=[C:6]([C:8]3[N:12]4[CH:13]=[C:14]([NH:17][CH:18]5[CH2:23][CH2:22][CH2:21][CH:20]([OH:24])[CH2:19]5)[CH:15]=[CH:16][C:11]4=[N:10][CH:9]=3)[CH:5]=[C:4]([O:25][CH3:26])[N:3]=2)=[CH:28]1, predict the reactants needed to synthesize it.